From a dataset of NCI-60 drug combinations with 297,098 pairs across 59 cell lines. Regression. Given two drug SMILES strings and cell line genomic features, predict the synergy score measuring deviation from expected non-interaction effect. (1) Drug 1: CCCCCOC(=O)NC1=NC(=O)N(C=C1F)C2C(C(C(O2)C)O)O. Drug 2: C1CN(CCN1C(=O)CCBr)C(=O)CCBr. Cell line: DU-145. Synergy scores: CSS=32.2, Synergy_ZIP=7.31, Synergy_Bliss=8.60, Synergy_Loewe=-6.67, Synergy_HSA=7.63. (2) Drug 1: CC1C(C(CC(O1)OC2CC(CC3=C2C(=C4C(=C3O)C(=O)C5=C(C4=O)C(=CC=C5)OC)O)(C(=O)CO)O)N)O.Cl. Drug 2: CC1C(C(CC(O1)OC2CC(CC3=C2C(=C4C(=C3O)C(=O)C5=CC=CC=C5C4=O)O)(C(=O)C)O)N)O. Cell line: SW-620. Synergy scores: CSS=46.6, Synergy_ZIP=-5.00, Synergy_Bliss=-4.86, Synergy_Loewe=1.46, Synergy_HSA=2.74. (3) Drug 1: C1=CC(=CC=C1CCCC(=O)O)N(CCCl)CCCl. Drug 2: CC1C(C(CC(O1)OC2CC(OC(C2O)C)OC3=CC4=CC5=C(C(=O)C(C(C5)C(C(=O)C(C(C)O)O)OC)OC6CC(C(C(O6)C)O)OC7CC(C(C(O7)C)O)OC8CC(C(C(O8)C)O)(C)O)C(=C4C(=C3C)O)O)O)O. Cell line: SNB-75. Synergy scores: CSS=13.3, Synergy_ZIP=0.404, Synergy_Bliss=1.37, Synergy_Loewe=1.86, Synergy_HSA=1.49. (4) Drug 1: CCC1(CC2CC(C3=C(CCN(C2)C1)C4=CC=CC=C4N3)(C5=C(C=C6C(=C5)C78CCN9C7C(C=CC9)(C(C(C8N6C)(C(=O)OC)O)OC(=O)C)CC)OC)C(=O)OC)O.OS(=O)(=O)O. Drug 2: C1=NC2=C(N1)C(=S)N=CN2. Cell line: HT29. Synergy scores: CSS=41.4, Synergy_ZIP=-3.93, Synergy_Bliss=-0.501, Synergy_Loewe=0.811, Synergy_HSA=0.971.